From a dataset of Catalyst prediction with 721,799 reactions and 888 catalyst types from USPTO. Predict which catalyst facilitates the given reaction. (1) Reactant: [OH:1][CH:2]1[CH2:7][CH2:6][NH:5][CH2:4][CH2:3]1.C(N(CC)CC)C.[C:15]([O:19][C:20](O[C:20]([O:19][C:15]([CH3:18])([CH3:17])[CH3:16])=[O:21])=[O:21])([CH3:18])([CH3:17])[CH3:16]. Product: [OH:1][CH:2]1[CH2:7][CH2:6][N:5]([C:20]([O:19][C:15]([CH3:18])([CH3:17])[CH3:16])=[O:21])[CH2:4][CH2:3]1. The catalyst class is: 7. (2) Reactant: [CH2:1]([C:5]1[N:6]=[C:7]([C:21]2[CH:26]=[CH:25][C:24]([C:27]([F:30])([F:29])[F:28])=[CH:23][CH:22]=2)[S:8][C:9]=1[CH2:10][O:11][C:12]1[CH:17]=[CH:16][C:15]([CH2:18]O)=[C:14]([Cl:20])[CH:13]=1)[CH2:2][CH2:3][CH3:4].C(N(CC)CC)C.CS([Cl:42])(=O)=O. Product: [CH2:1]([C:5]1[N:6]=[C:7]([C:21]2[CH:26]=[CH:25][C:24]([C:27]([F:30])([F:29])[F:28])=[CH:23][CH:22]=2)[S:8][C:9]=1[CH2:10][O:11][C:12]1[CH:17]=[CH:16][C:15]([CH2:18][Cl:42])=[C:14]([Cl:20])[CH:13]=1)[CH2:2][CH2:3][CH3:4]. The catalyst class is: 4.